From a dataset of NCI-60 drug combinations with 297,098 pairs across 59 cell lines. Regression. Given two drug SMILES strings and cell line genomic features, predict the synergy score measuring deviation from expected non-interaction effect. (1) Drug 1: C1=C(C(=O)NC(=O)N1)N(CCCl)CCCl. Drug 2: CC1=C(C(=CC=C1)Cl)NC(=O)C2=CN=C(S2)NC3=CC(=NC(=N3)C)N4CCN(CC4)CCO. Cell line: SN12C. Synergy scores: CSS=48.6, Synergy_ZIP=2.93, Synergy_Bliss=5.35, Synergy_Loewe=5.73, Synergy_HSA=7.61. (2) Drug 2: C1=NC(=NC(=O)N1C2C(C(C(O2)CO)O)O)N. Cell line: HCC-2998. Synergy scores: CSS=3.92, Synergy_ZIP=-4.27, Synergy_Bliss=-0.707, Synergy_Loewe=-7.23, Synergy_HSA=-2.25. Drug 1: CC1C(C(CC(O1)OC2CC(CC3=C2C(=C4C(=C3O)C(=O)C5=C(C4=O)C(=CC=C5)OC)O)(C(=O)C)O)N)O.Cl. (3) Drug 1: CS(=O)(=O)CCNCC1=CC=C(O1)C2=CC3=C(C=C2)N=CN=C3NC4=CC(=C(C=C4)OCC5=CC(=CC=C5)F)Cl. Drug 2: C1CNP(=O)(OC1)N(CCCl)CCCl. Cell line: RXF 393. Synergy scores: CSS=0.178, Synergy_ZIP=-0.284, Synergy_Bliss=0.603, Synergy_Loewe=-2.60, Synergy_HSA=-1.02.